This data is from Forward reaction prediction with 1.9M reactions from USPTO patents (1976-2016). The task is: Predict the product of the given reaction. (1) Given the reactants [CH3:1][C:2]1[C:3]2[CH:13]=[C:12]([O:14][C:15]3[CH:20]=[CH:19][CH:18]=[CH:17][CH:16]=3)[CH:11]=[CH:10][C:4]=2[S:5][C:6]=1[C:7](=[O:9])[CH3:8].[CH3:21][N:22]([CH:24](OC)OC)[CH3:23], predict the reaction product. The product is: [CH3:21][N:22]([CH3:24])/[CH:23]=[CH:8]/[C:7]([C:6]1[S:5][C:4]2[CH:10]=[CH:11][C:12]([O:14][C:15]3[CH:20]=[CH:19][CH:18]=[CH:17][CH:16]=3)=[CH:13][C:3]=2[C:2]=1[CH3:1])=[O:9]. (2) Given the reactants [F:1][C:2]1[CH:3]=[C:4]([CH:25]=[CH:26][C:27]=1[F:28])[O:5][CH:6]1[CH2:11][CH2:10][N:9]([CH:12]([CH3:24])[CH2:13][NH:14]C(=O)CC2C=CC=CC=2)[CH2:8][CH2:7]1, predict the reaction product. The product is: [F:1][C:2]1[CH:3]=[C:4]([CH:25]=[CH:26][C:27]=1[F:28])[O:5][CH:6]1[CH2:7][CH2:8][N:9]([CH:12]([CH3:24])[CH2:13][NH2:14])[CH2:10][CH2:11]1.